Regression. Given a peptide amino acid sequence and an MHC pseudo amino acid sequence, predict their binding affinity value. This is MHC class I binding data. From a dataset of Peptide-MHC class I binding affinity with 185,985 pairs from IEDB/IMGT. The peptide sequence is LNMFVSDQV. The MHC is HLA-A02:03 with pseudo-sequence HLA-A02:03. The binding affinity (normalized) is 0.373.